The task is: Predict the product of the given reaction.. This data is from Forward reaction prediction with 1.9M reactions from USPTO patents (1976-2016). (1) Given the reactants CC[C@@]1(O)C(=O)[O:7]CC2C(N3C(=CC1=2)C1N=C2C(C=CC=C2)=CC=1C3)=O.C(O)(=O)C1C=CC=CC=1.[CH2:36]1[CH2:41][CH2:40][CH:39]([N:42]=[C:43]=[N:44][CH:45]2[CH2:50][CH2:49][CH2:48][CH2:47][CH2:46]2)[CH2:38][CH2:37]1, predict the reaction product. The product is: [CH:45]1([NH:44][C:43](=[O:7])[NH:42][CH:39]2[CH2:38][CH2:37][CH2:36][CH2:41][CH2:40]2)[CH2:50][CH2:49][CH2:48][CH2:47][CH2:46]1. (2) The product is: [CH2:1]([N:8]1[CH2:17][CH2:16][C:15]2[C:14]([NH:27][C:26]3[CH:28]=[CH:29][C:23]([C:19]([CH3:22])([CH3:21])[CH3:20])=[CH:24][CH:25]=3)=[N:13][CH:12]=[N:11][C:10]=2[CH2:9]1)[C:2]1[CH:7]=[CH:6][CH:5]=[CH:4][CH:3]=1. Given the reactants [CH2:1]([N:8]1[CH2:17][CH2:16][C:15]2[C:14](Cl)=[N:13][CH:12]=[N:11][C:10]=2[CH2:9]1)[C:2]1[CH:7]=[CH:6][CH:5]=[CH:4][CH:3]=1.[C:19]([C:23]1[CH:29]=[CH:28][C:26]([NH2:27])=[CH:25][CH:24]=1)([CH3:22])([CH3:21])[CH3:20].N1C=CC=CC=1.C([O-])(O)=O.[Na+], predict the reaction product. (3) Given the reactants C([Si](C)(C)[O:6][CH2:7][CH2:8][NH:9][C:10]1[CH:11]=[C:12]([C:16]2[CH:17]=[C:18]3[C:23](=[CH:24][CH:25]=2)[N:22]([CH3:26])[C:21](=[O:27])[CH2:20][CH2:19]3)[CH:13]=[N:14][CH:15]=1)(C)(C)C.Cl.O1CCOCC1, predict the reaction product. The product is: [OH:6][CH2:7][CH2:8][NH:9][C:10]1[CH:11]=[C:12]([C:16]2[CH:17]=[C:18]3[C:23](=[CH:24][CH:25]=2)[N:22]([CH3:26])[C:21](=[O:27])[CH2:20][CH2:19]3)[CH:13]=[N:14][CH:15]=1. (4) Given the reactants [C:1]([C:3]1[C:8]([O:9][CH:10]([F:12])[F:11])=[CH:7][CH:6]=[CH:5][C:4]=1[S:13](Cl)(=[O:15])=[O:14])#[N:2].[CH3:17][NH:18][CH3:19].C(=O)([O-])[O-].[Na+].[Na+].Cl, predict the reaction product. The product is: [CH3:17][N:18]([CH3:19])[S:13]([C:4]1[CH:5]=[CH:6][CH:7]=[C:8]([O:9][CH:10]([F:12])[F:11])[C:3]=1[C:1]#[N:2])(=[O:15])=[O:14]. (5) Given the reactants [CH3:1][O:2][C:3]1[CH:8]=[CH:7][CH:6]=[CH:5][C:4]=1[C:9]1[C:17]2[C:12](=[N:13][CH:14]=[C:15]([C:18]3[CH:22]=[CH:21][NH:20][N:19]=3)[CH:16]=2)[N:11](S(C2C=CC(C)=CC=2)(=O)=O)[CH:10]=1.CN(C)C=O.[OH-].[K+], predict the reaction product. The product is: [CH3:1][O:2][C:3]1[CH:8]=[CH:7][CH:6]=[CH:5][C:4]=1[C:9]1[C:17]2[C:12](=[N:13][CH:14]=[C:15]([C:18]3[CH:22]=[CH:21][NH:20][N:19]=3)[CH:16]=2)[NH:11][CH:10]=1. (6) Given the reactants [CH3:1][C:2]1([CH3:14])[C:6]([CH3:8])([CH3:7])[O:5][B:4]([C:9]2[CH:10]=[N:11][NH:12][CH:13]=2)[O:3]1.[O:15]1[CH2:19][CH2:18]OC1=O.[OH-].[Na+].C, predict the reaction product. The product is: [CH3:1][C:2]1([CH3:14])[C:6]([CH3:7])([CH3:8])[O:5][B:4]([C:9]2[CH:13]=[N:12][N:11]([CH2:18][CH2:19][OH:15])[CH:10]=2)[O:3]1. (7) The product is: [F:29][C:28]([F:31])([F:30])[C:26]([OH:32])=[O:27].[CH2:24]([O:23][C:21](=[O:22])[NH:20][CH:18]([C:13]1[CH:14]=[C:15]2[C:10](=[CH:11][CH:12]=1)[CH2:9][NH:8][CH2:17][CH2:16]2)[CH3:19])[CH3:25]. Given the reactants C(OC([N:8]1[CH2:17][CH2:16][C:15]2[C:10](=[CH:11][CH:12]=[C:13]([CH:18]([NH:20][C:21]([O:23][CH2:24][CH3:25])=[O:22])[CH3:19])[CH:14]=2)[CH2:9]1)=O)(C)(C)C.[C:26]([OH:32])([C:28]([F:31])([F:30])[F:29])=[O:27], predict the reaction product. (8) Given the reactants [CH3:1][O:2][CH2:3][O:4][CH:5]([C:7]1[CH:8]=[CH:9][C:10]([CH3:13])=[N:11][CH:12]=1)[CH3:6].[CH2:14]=[O:15], predict the reaction product. The product is: [CH3:1][O:2][CH2:3][O:4][CH:5]([C:7]1[CH:8]=[CH:9][C:10]([CH2:13][CH2:14][OH:15])=[N:11][CH:12]=1)[CH3:6].